Regression. Given a peptide amino acid sequence and an MHC pseudo amino acid sequence, predict their binding affinity value. This is MHC class I binding data. From a dataset of Peptide-MHC class I binding affinity with 185,985 pairs from IEDB/IMGT. The binding affinity (normalized) is 0.522. The MHC is HLA-A02:03 with pseudo-sequence HLA-A02:03. The peptide sequence is FLKEQGGL.